This data is from Full USPTO retrosynthesis dataset with 1.9M reactions from patents (1976-2016). The task is: Predict the reactants needed to synthesize the given product. Given the product [Cl:13][C:14]1[CH:20]=[CH:19][C:17]([N:18]2[CH2:6][CH2:7][CH:5]([C:8]([OH:9])=[O:10])[C:4]2=[O:11])=[CH:16][CH:15]=1, predict the reactants needed to synthesize it. The reactants are: CC1(C)[O:9][C:8](=[O:10])[C:5]2([CH2:7][CH2:6]2)[C:4](=[O:11])O1.[Cl:13][C:14]1[CH:20]=[CH:19][C:17]([NH2:18])=[CH:16][CH:15]=1.